Dataset: Reaction yield outcomes from USPTO patents with 853,638 reactions. Task: Predict the reaction yield, written as a fraction of the theoretical maximum amount of product (1.0 means a 100% yield; for example, 0.34 means a 34% yield). (1) The reactants are [CH2:1]([C@@H:5]1[CH2:10][CH2:9][C@H:8]([O:11][C:12]2[CH:13]=[C:14]3[C:19](=[CH:20][CH:21]=2)[CH:18]=[C:17]([C@:22]2([CH3:28])[CH2:26][O:25][C:24](=[O:27])[NH:23]2)[CH:16]=[CH:15]3)[CH2:7][CH2:6]1)[CH2:2][CH2:3][CH3:4].[I:29]N1C(=O)CCC1=O.C(Cl)Cl. The catalyst is [Cl-].[Cl-].[Cl-].[Cl-].[Zr+4]. The product is [I:29][C:13]1[C:12]([O:11][C@H:8]2[CH2:7][CH2:6][C@@H:5]([CH2:1][CH2:2][CH2:3][CH3:4])[CH2:10][CH2:9]2)=[CH:21][CH:20]=[C:19]2[C:14]=1[CH:15]=[CH:16][C:17]([C@:22]1([CH3:28])[CH2:26][O:25][C:24](=[O:27])[NH:23]1)=[CH:18]2. The yield is 0.860. (2) The reactants are [CH3:1][O:2][C:3](=[O:57])[NH:4][CH:5]([C:9]([N:11]1[CH2:15][CH2:14][CH2:13][CH:12]1[C:16]1[NH:17][C:18]([C:21]2[CH:30]=[CH:29][C:28]3[C:23](=[CH:24][CH:25]=[C:26]([C:31]4[CH:36]=[CH:35][C:34]([C:37]5[NH:38][C:39]([CH:42]6[CH2:46][CH2:45][CH2:44][N:43]6[C:47](=[O:56])[CH:48]([NH2:55])[C:49]6[CH:54]=[CH:53][CH:52]=[CH:51][CH:50]=6)=[N:40][CH:41]=5)=[CH:33][CH:32]=4)[CH:27]=3)[CH:22]=2)=[CH:19][N:20]=1)=[O:10])[CH:6]([CH3:8])[CH3:7].[O:58]1[CH2:63][CH2:62][CH:61]([CH2:64][C:65](O)=[O:66])[CH2:60][CH2:59]1.CN1CCOCC1.CN(C(ON1N=NC2C=CC=NC1=2)=[N+](C)C)C.F[P-](F)(F)(F)(F)F. The yield is 0.620. The product is [CH3:1][O:2][C:3](=[O:57])[NH:4][CH:5]([C:9]([N:11]1[CH2:15][CH2:14][CH2:13][CH:12]1[C:16]1[NH:17][C:18]([C:21]2[CH:30]=[CH:29][C:28]3[C:23](=[CH:24][CH:25]=[C:26]([C:31]4[CH:32]=[CH:33][C:34]([C:37]5[NH:38][C:39]([CH:42]6[CH2:46][CH2:45][CH2:44][N:43]6[C:47](=[O:56])[CH:48]([C:49]6[CH:54]=[CH:53][CH:52]=[CH:51][CH:50]=6)[NH:55][C:65](=[O:66])[CH2:64][CH:61]6[CH2:62][CH2:63][O:58][CH2:59][CH2:60]6)=[N:40][CH:41]=5)=[CH:35][CH:36]=4)[CH:27]=3)[CH:22]=2)=[CH:19][N:20]=1)=[O:10])[CH:6]([CH3:8])[CH3:7]. The catalyst is CN(C=O)C.